From a dataset of Forward reaction prediction with 1.9M reactions from USPTO patents (1976-2016). Predict the product of the given reaction. (1) Given the reactants [O:1]1[CH2:4][CH:3]([C@H:5]([NH:7][C:8]([C:10]2[C:18]3[C:13](=[N:14][CH:15]=[C:16]([C:19]4[C:27]5[C:22](=[CH:23][C:24]([F:28])=[CH:25][CH:26]=5)[N:21]([CH3:29])[N:20]=4)[N:17]=3)[N:12](COCC[Si](C)(C)C)[CH:11]=2)=[O:9])[CH3:6])[CH2:2]1.[F-].C([N+](CCCC)(CCCC)CCCC)CCC, predict the reaction product. The product is: [O:1]1[CH2:2][CH:3]([C@H:5]([NH:7][C:8]([C:10]2[C:18]3[C:13](=[N:14][CH:15]=[C:16]([C:19]4[C:27]5[C:22](=[CH:23][C:24]([F:28])=[CH:25][CH:26]=5)[N:21]([CH3:29])[N:20]=4)[N:17]=3)[NH:12][CH:11]=2)=[O:9])[CH3:6])[CH2:4]1. (2) Given the reactants [Cl:1][C:2]1[C:3]([C:15](=N)[CH3:16])=[C:4]2[CH:13]=[CH:12][CH:11]=[C:10]3[C:5]2=[C:6]([CH:14]=1)[CH2:7][O:8][CH2:9]3.Cl.[O:19]1CCCC1, predict the reaction product. The product is: [Cl:1][C:2]1[C:3]([C:15](=[O:19])[CH3:16])=[C:4]2[CH:13]=[CH:12][CH:11]=[C:10]3[C:5]2=[C:6]([CH:14]=1)[CH2:7][O:8][CH2:9]3. (3) The product is: [NH2:4][C:3](=[NH:5])[NH:2][C:15](=[O:14])[CH2:16][N:17]1[C:21]([C:22]2[CH:27]=[CH:26][CH:25]=[CH:24][CH:23]=2)=[CH:20][CH:19]=[C:18]1[CH2:28][C:29]1[O:30][CH:31]=[CH:32][CH:33]=1. Given the reactants Cl.[NH2:2][C:3]([NH2:5])=[NH:4].CC[O-].[Na+].C([O:14][C:15](=O)[CH2:16][N:17]1[C:21]([C:22]2[CH:27]=[CH:26][CH:25]=[CH:24][CH:23]=2)=[CH:20][CH:19]=[C:18]1[CH2:28][C:29]1[O:30][CH:31]=[CH:32][CH:33]=1)(C)(C)C, predict the reaction product. (4) Given the reactants [I:1][C:2]1[C:10]2[C:5](=[N:6][CH:7]=[N:8][CH:9]=2)[NH:4][N:3]=1.C(=O)([O-])[O-].[Cs+].[Cs+].[F:17][C:18]1[CH:25]=[CH:24][CH:23]=[CH:22][C:19]=1[CH2:20]Br, predict the reaction product. The product is: [F:17][C:18]1[CH:25]=[CH:24][CH:23]=[CH:22][C:19]=1[CH2:20][N:4]1[C:5]2=[N:6][CH:7]=[N:8][CH:9]=[C:10]2[C:2]([I:1])=[N:3]1. (5) Given the reactants C1C[O:4][CH2:3]C1.[Li+].C[CH:8]([N-:10][CH:11]([CH3:13])[CH3:12])[CH3:9].O1[CH2:18][CH2:17][N:16]=C1.[Cl:19][C:20]1[CH:21]=[C:22]([CH:25]=[CH:26][CH:27]=1)[CH2:23]Cl.[C:28]1([CH3:34])C=CC=C[CH:29]=1, predict the reaction product. The product is: [Cl:19][C:20]1[CH:21]=[C:22]([CH2:23][CH2:34][C:28]2[C:9]([C:8]3[O:4][CH2:3][C:11]([CH3:12])([CH3:13])[N:10]=3)=[N:16][CH:17]=[CH:18][CH:29]=2)[CH:25]=[CH:26][CH:27]=1. (6) Given the reactants [CH:1](=O)[C:2]1[C:3]([O:8][CH3:9])=[CH:4][CH:5]=[CH:6][CH:7]=1.[K].[CH2:12]([N:19]1[CH2:24][CH2:23][CH:22]([CH:25]=[O:26])[CH2:21][CH2:20]1)[C:13]1[CH:18]=[CH:17][CH:16]=[CH:15][CH:14]=1.O, predict the reaction product. The product is: [CH2:12]([N:19]1[CH2:24][CH2:23][CH:22]([C:25](=[O:26])[CH2:1][C:2]2[CH:7]=[CH:6][CH:5]=[CH:4][C:3]=2[O:8][CH3:9])[CH2:21][CH2:20]1)[C:13]1[CH:18]=[CH:17][CH:16]=[CH:15][CH:14]=1. (7) Given the reactants C(N(CC)CC)C.[C:8](OC(=O)C)(=[O:10])[CH3:9].C(Cl)Cl.[CH2:18]1[C:20]2([CH2:25][N:24]([C:26]3[N:27]([CH2:48][C:49]([F:52])([F:51])[F:50])[C:28]4[C:33]([N:34]=3)=[C:32]([N:35]3[CH2:40][CH2:39][O:38][CH2:37][CH2:36]3)[N:31]=[C:30]([C:41]3[CH:42]=[N:43][C:44]([NH2:47])=[N:45][CH:46]=3)[N:29]=4)[CH2:23][CH2:22][NH:21]2)[CH2:19]1, predict the reaction product. The product is: [C:8]([N:21]1[CH2:22][CH2:23][N:24]([C:26]2[N:27]([CH2:48][C:49]([F:52])([F:51])[F:50])[C:28]3[C:33]([N:34]=2)=[C:32]([N:35]2[CH2:36][CH2:37][O:38][CH2:39][CH2:40]2)[N:31]=[C:30]([C:41]2[CH:42]=[N:43][C:44]([NH2:47])=[N:45][CH:46]=2)[N:29]=3)[CH2:25][C:20]21[CH2:19][CH2:18]2)(=[O:10])[CH3:9].